Dataset: Full USPTO retrosynthesis dataset with 1.9M reactions from patents (1976-2016). Task: Predict the reactants needed to synthesize the given product. (1) Given the product [CH3:36][CH2:33]/[CH:30]=[CH:31]\[CH2:4][CH:5]1[C:34](=[O:35])[CH2:2][CH2:7][CH:6]1[CH2:10][C:9]([O:12][CH3:13])=[O:8], predict the reactants needed to synthesize it. The reactants are: C[C:2]1[C:7]2[O:8][C@:9]3(C)[O:12][CH:13]=C[C@H](OC)[C@@H](C)[C@@H](OC(C)=O)[C@H](C)[C@H](O)[C@H](C)[C@@H](O)[C@@H](C)C=CC=C(C)C(N[C:30]4[C:33](/[CH:36]=N/N5CCN(C)CC5)=[C:34]([OH:35])[C:5]([C:6]=2[C:10]3=O)=[C:4]([C:31]=4O)C=1O)=O.C1[C@H](N)[C@@H](O[C@H]2O[C@H](CN)[C@@H](O)[C@H](O)[C@H]2O)[C@H](O)[C@@H](O[C@H]2O[C@H](CO)[C@@H](O)[C@H](N)[C@H]2O)[C@@H]1N. (2) Given the product [Cl:13][C:14]1[CH:19]=[CH:18][C:17]([C:2]2[C:3]([CH:11]=[O:12])=[CH:4][C:5]3[O:9][CH2:8][O:7][C:6]=3[CH:10]=2)=[CH:16][CH:15]=1, predict the reactants needed to synthesize it. The reactants are: Br[C:2]1[C:3]([CH:11]=[O:12])=[CH:4][C:5]2[O:9][CH2:8][O:7][C:6]=2[CH:10]=1.[Cl:13][C:14]1[CH:19]=[CH:18][C:17](B(O)O)=[CH:16][CH:15]=1.C([O-])([O-])=O.[Na+].[Na+]. (3) Given the product [Br:8][C:5]1[CH:6]=[CH:7][C:2]([CH:9]=[CH2:10])=[N:3][CH:4]=1, predict the reactants needed to synthesize it. The reactants are: Br[C:2]1[CH:7]=[CH:6][C:5]([Br:8])=[CH:4][N:3]=1.[CH3:9][C:10]1(C)C(C)(C)OB(C=C)O1.C(=O)([O-])[O-].[Na+].[Na+]. (4) Given the product [Br:19][CH:11]1[C:10](=[O:15])[C:9]([C:5]2[CH:6]=[CH:7][CH:8]=[C:3]([O:2][CH3:1])[CH:4]=2)([CH2:16][CH2:17][CH3:18])[CH2:14][CH2:13][CH2:12]1, predict the reactants needed to synthesize it. The reactants are: [CH3:1][O:2][C:3]1[CH:4]=[C:5]([C:9]2([CH2:16][CH2:17][CH3:18])[CH2:14][CH2:13][CH2:12][CH2:11][C:10]2=[O:15])[CH:6]=[CH:7][CH:8]=1.[Br:19]Br. (5) Given the product [ClH:11].[NH2:1][CH2:2][CH2:3][CH2:4][CH2:5][CH2:6][C:7]([O:9][CH3:10])=[O:8], predict the reactants needed to synthesize it. The reactants are: [NH2:1][CH2:2][CH2:3][CH2:4][CH2:5][CH2:6][C:7]([O:9][CH3:10])=[O:8].[ClH:11]. (6) Given the product [Cl:1][C:2]1[CH:30]=[CH:29][CH:28]=[C:27]([Cl:31])[C:3]=1[C:4]([NH:6][C@H:7]([C:23]([O:25][CH3:26])=[O:24])[CH2:8][C:9]1[CH:14]=[CH:13][C:12]([C:32]#[C:33][CH2:42][OH:43])=[CH:11][CH:10]=1)=[O:5], predict the reactants needed to synthesize it. The reactants are: [Cl:1][C:2]1[CH:30]=[CH:29][CH:28]=[C:27]([Cl:31])[C:3]=1[C:4]([NH:6][C@H:7]([C:23]([O:25][CH3:26])=[O:24])[CH2:8][C:9]1[CH:14]=[CH:13][C:12](OS(C(F)(F)F)(=O)=O)=[CH:11][CH:10]=1)=[O:5].[CH2:32](N(CC)CC)[CH3:33].CN([CH:42]=[O:43])C. (7) Given the product [OH:25][CH2:24][C:23]([NH:22][C:20]([C:19]1[C:13]2[C:14](=[N:15][CH:16]=[C:11]([N:7]3[C:8]4[C:4](=[CH:3][C:2]([F:1])=[CH:10][CH:9]=4)[CH:5]=[N:6]3)[N:12]=2)[NH:17][CH:18]=1)=[O:21])([CH3:27])[CH3:26], predict the reactants needed to synthesize it. The reactants are: [F:1][C:2]1[CH:3]=[C:4]2[C:8](=[CH:9][CH:10]=1)[N:7]([C:11]1[N:12]=[C:13]3[C:19]([C:20]([NH:22][C:23]([CH3:27])([CH3:26])[CH2:24][OH:25])=[O:21])=[CH:18][N:17](COCC[Si](C)(C)C)[C:14]3=[N:15][CH:16]=1)[N:6]=[CH:5]2.FC(F)(F)C(O)=O. (8) Given the product [F:40][C:39]([F:42])([F:41])[C:1]([C:4]1[CH:13]=[CH:12][C:7]([C:8]([O:10][CH3:11])=[O:9])=[CH:6][CH:5]=1)([OH:3])[CH3:2], predict the reactants needed to synthesize it. The reactants are: [C:1]([C:4]1[CH:13]=[CH:12][C:7]([C:8]([O:10][CH3:11])=[O:9])=[CH:6][CH:5]=1)(=[O:3])[CH3:2].O1CCCC1.[F-].C([N+](CCCC)(CCCC)CCCC)CCC.C[Si](C)(C)[C:39]([F:42])([F:41])[F:40].